Task: Predict the reaction yield, written as a fraction of the theoretical maximum amount of product (1.0 means a 100% yield; for example, 0.34 means a 34% yield).. Dataset: Reaction yield outcomes from USPTO patents with 853,638 reactions The reactants are CC(C)([S@]([NH:6][C@@:7]([C:18]1[CH:23]=[C:22]([N+:24]([O-:26])=[O:25])[CH:21]=[CH:20][C:19]=1[F:27])([CH2:16][CH3:17])[CH2:8][C:9]([O:11]C(C)(C)C)=[O:10])=O)C. The catalyst is Cl. The product is [NH2:6][C@@:7]([C:18]1[CH:23]=[C:22]([N+:24]([O-:26])=[O:25])[CH:21]=[CH:20][C:19]=1[F:27])([CH2:16][CH3:17])[CH2:8][C:9]([OH:11])=[O:10]. The yield is 0.660.